This data is from Catalyst prediction with 721,799 reactions and 888 catalyst types from USPTO. The task is: Predict which catalyst facilitates the given reaction. Reactant: [OH:1][CH2:2][C:3]1[CH:11]=[CH:10][C:6]([C:7]([OH:9])=[O:8])=[CH:5][C:4]=1[N+:12]([O-:14])=[O:13].Cl.[C:16](Cl)(=[O:23])[C:17]1[CH:22]=[CH:21][N:20]=[CH:19][CH:18]=1. Product: [C:16]([O:1][CH2:2][C:3]1[CH:11]=[CH:10][C:6]([C:7]([OH:9])=[O:8])=[CH:5][C:4]=1[N+:12]([O-:14])=[O:13])(=[O:23])[C:17]1[CH:22]=[CH:21][N:20]=[CH:19][CH:18]=1. The catalyst class is: 17.